This data is from Peptide-MHC class I binding affinity with 185,985 pairs from IEDB/IMGT. The task is: Regression. Given a peptide amino acid sequence and an MHC pseudo amino acid sequence, predict their binding affinity value. This is MHC class I binding data. (1) The peptide sequence is CPFCANKLM. The MHC is HLA-B07:02 with pseudo-sequence HLA-B07:02. The binding affinity (normalized) is 0.313. (2) The peptide sequence is DHLKEKSSL. The MHC is HLA-B57:01 with pseudo-sequence HLA-B57:01. The binding affinity (normalized) is 0.0847. (3) The peptide sequence is FPMAQVHQGL. The MHC is HLA-B07:02 with pseudo-sequence HLA-B07:02. The binding affinity (normalized) is 0.821. (4) The peptide sequence is YLEGTRTLL. The MHC is HLA-A03:01 with pseudo-sequence HLA-A03:01. The binding affinity (normalized) is 0.0847. (5) The peptide sequence is SAYYLDIGF. The MHC is HLA-B83:01 with pseudo-sequence HLA-B83:01. The binding affinity (normalized) is 0.213. (6) The peptide sequence is EMQLKIDKLT. The MHC is HLA-A68:02 with pseudo-sequence HLA-A68:02. The binding affinity (normalized) is 0.0137. (7) The peptide sequence is QLAKRSEIL. The MHC is HLA-A01:01 with pseudo-sequence HLA-A01:01. The binding affinity (normalized) is 0.0847. (8) The peptide sequence is SGPSNTPPEI. The MHC is H-2-Dd with pseudo-sequence H-2-Dd. The binding affinity (normalized) is 0.0919. (9) The peptide sequence is TTIFFRADK. The MHC is HLA-A11:01 with pseudo-sequence HLA-A11:01. The binding affinity (normalized) is 0.756.